This data is from Full USPTO retrosynthesis dataset with 1.9M reactions from patents (1976-2016). The task is: Predict the reactants needed to synthesize the given product. (1) Given the product [CH3:15][O:14][C:12]1[CH:13]=[C:8]([C:7]2[N:19]([C:21]3[N:26]=[CH:25][C:24]([S:27]([NH2:30])(=[O:29])=[O:28])=[CH:23][CH:22]=3)[N:20]=[C:4]([CH3:5])[N:6]=2)[CH:9]=[C:10]([O:16][CH3:17])[CH:11]=1, predict the reactants needed to synthesize it. The reactants are: C(O[C:4](=[N:6][C:7](=O)[C:8]1[CH:13]=[C:12]([O:14][CH3:15])[CH:11]=[C:10]([O:16][CH3:17])[CH:9]=1)[CH3:5])C.[NH:19]([C:21]1[N:26]=[CH:25][C:24]([S:27]([NH2:30])(=[O:29])=[O:28])=[CH:23][CH:22]=1)[NH2:20].O. (2) Given the product [OH:8][C:6]1[CH:7]=[C:2]([NH:1][C:21](=[O:22])[C:20]2[CH:24]=[CH:25][CH:26]=[C:18]([C:17]([F:16])([F:27])[F:28])[CH:19]=2)[CH:3]=[CH:4][C:5]=1[CH3:9], predict the reactants needed to synthesize it. The reactants are: [NH2:1][C:2]1[CH:3]=[CH:4][C:5]([CH3:9])=[C:6]([OH:8])[CH:7]=1.O.C(=O)([O-])O.[Na+].[F:16][C:17]([F:28])([F:27])[C:18]1[CH:19]=[C:20]([CH:24]=[CH:25][CH:26]=1)[C:21](Cl)=[O:22].